Dataset: Forward reaction prediction with 1.9M reactions from USPTO patents (1976-2016). Task: Predict the product of the given reaction. (1) Given the reactants S(=O)(=O)(O)O.[F:6][C:7]1[C:12]([F:13])=[CH:11][CH:10]=[CH:9][C:8]=1[C@:14]1([CH2:37][F:38])[C@H:20]2[C@H:18]([CH2:19]2)[S:17][C:16]([N:21](COCC[Si](C)(C)C)C(=O)OC(C)(C)C)=[N:15]1.[N+:39]([O-])([O-:41])=[O:40].[Na+].[O-]P([O-])([O-])=O.[K+].[K+].[K+].[OH-].[Na+], predict the reaction product. The product is: [F:6][C:7]1[C:12]([F:13])=[CH:11][C:10]([N+:39]([O-:41])=[O:40])=[CH:9][C:8]=1[C@:14]1([CH2:37][F:38])[C@H:20]2[C@H:18]([CH2:19]2)[S:17][C:16]([NH2:21])=[N:15]1. (2) Given the reactants [N:1]1([CH2:6][C@@H:7]([O:14][C:15]2[CH:24]=[CH:23][C:22]3[C:21](=[O:25])[CH2:20][CH2:19][CH2:18][C:17]=3[C:16]=2[CH2:26][S:27][C:28]2[CH:36]=[CH:35][C:31]([C:32](O)=[O:33])=[CH:30][CH:29]=2)[C:8]2[CH:13]=[CH:12][CH:11]=[CH:10][CH:9]=2)[CH:5]=[CH:4][N:3]=[CH:2]1.[NH2:37][CH2:38][C@@H:39]([OH:41])[CH3:40], predict the reaction product. The product is: [OH:41][C@@H:39]([CH3:40])[CH2:38][NH:37][C:32](=[O:33])[C:31]1[CH:35]=[CH:36][C:28]([S:27][CH2:26][C:16]2[C:17]3[CH2:18][CH2:19][CH2:20][C:21](=[O:25])[C:22]=3[CH:23]=[CH:24][C:15]=2[O:14][C@@H:7]([C:8]2[CH:9]=[CH:10][CH:11]=[CH:12][CH:13]=2)[CH2:6][N:1]2[CH:5]=[CH:4][N:3]=[CH:2]2)=[CH:29][CH:30]=1. (3) Given the reactants Br[C:2]1[CH:7]=[CH:6][N:5]=[C:4]([NH:8][C:9](=[O:12])[CH2:10][CH3:11])[CH:3]=1.[B:13]1([B:13]2[O:17][C:16]([CH3:19])([CH3:18])[C:15]([CH3:21])([CH3:20])[O:14]2)[O:17][C:16]([CH3:19])([CH3:18])[C:15]([CH3:21])([CH3:20])[O:14]1.C([O-])(=O)C.[K+], predict the reaction product. The product is: [CH3:20][C:15]1([CH3:21])[C:16]([CH3:19])([CH3:18])[O:17][B:13]([C:2]2[CH:7]=[CH:6][N:5]=[C:4]([NH:8][C:9](=[O:12])[CH2:10][CH3:11])[CH:3]=2)[O:14]1. (4) The product is: [NH2:14][CH2:13][CH2:12][CH2:11][CH2:10][CH2:9][NH:8][C:6]([CH2:38][O:37][CH2:36][CH2:35][O:34][CH2:33][CH2:32][NH:31][C:30]([CH2:29][O:28][CH2:27][CH2:26][O:25][CH2:24][CH2:23][NH:22][C:21]([CH2:20][CH2:19][C@H:18]([NH:51][C:52]([CH2:54][CH2:55][CH2:56][CH2:57][CH2:58][CH2:59][CH2:60][CH2:61][CH2:62][CH2:63][CH2:64][CH2:65][CH2:66][CH2:67][CH2:68][CH2:69][C:70]([OH:72])=[O:71])=[O:53])[C:15]([OH:17])=[O:16])=[O:50])=[O:49])=[O:7]. Given the reactants C(O[C:6]([NH:8][CH2:9][CH2:10][CH2:11][CH2:12][CH2:13][NH2:14])=[O:7])(C)(C)C.[C:15]([C@@H:18]([NH:51][C:52]([CH2:54][CH2:55][CH2:56][CH2:57][CH2:58][CH2:59][CH2:60][CH2:61][CH2:62][CH2:63][CH2:64][CH2:65][CH2:66][CH2:67][CH2:68][CH2:69][C:70]([OH:72])=[O:71])=[O:53])[CH2:19][CH2:20][C:21](=[O:50])[NH:22][CH2:23][CH2:24][O:25][CH2:26][CH2:27][O:28][CH2:29][C:30](=[O:49])[NH:31][CH2:32][CH2:33][O:34][CH2:35][CH2:36][O:37][CH2:38]C(ON1C(=O)CCC1=O)=O)([OH:17])=[O:16].CCN(C(C)C)C(C)C, predict the reaction product. (5) Given the reactants [H-].[Al+3].[Li+].[H-].[H-].[H-].[F:7][C:8]1([C:21](OCC)=[O:22])[CH2:13][CH2:12][N:11]([C:14]([O:16][C:17]([CH3:20])([CH3:19])[CH3:18])=[O:15])[CH2:10][CH2:9]1.CCOCC, predict the reaction product. The product is: [F:7][C:8]1([CH2:21][OH:22])[CH2:9][CH2:10][N:11]([C:14]([O:16][C:17]([CH3:18])([CH3:19])[CH3:20])=[O:15])[CH2:12][CH2:13]1. (6) Given the reactants [Cl:1][C:2]1[CH:7]=[CH:6][CH:5]=[CH:4][C:3]=1[CH:8]([C:20]1[CH:33]=[CH:32][C:23]([C:24]([NH:26][CH2:27][C:28]([F:31])([F:30])[F:29])=[O:25])=[C:22]([F:34])[CH:21]=1)[CH2:9][C:10]([C:12]1[CH:17]=[CH:16][C:15](=[O:18])[N:14]([CH3:19])[CH:13]=1)=O.Cl.[NH2:36][OH:37].C([O-])(O)=O.[Na+], predict the reaction product. The product is: [Cl:1][C:2]1[CH:7]=[CH:6][CH:5]=[CH:4][C:3]=1[CH:8]([C:20]1[CH:33]=[CH:32][C:23]([C:24]([NH:26][CH2:27][C:28]([F:30])([F:29])[F:31])=[O:25])=[C:22]([F:34])[CH:21]=1)[CH2:9]/[C:10](=[N:36]\[OH:37])/[C:12]1[CH:17]=[CH:16][C:15](=[O:18])[N:14]([CH3:19])[CH:13]=1. (7) The product is: [F:9][C:10]1[CH:11]=[CH:12][C:13]2[O:18][CH2:17][CH2:16][N:15]([N:1]=[O:2])[C:14]=2[CH:19]=1. Given the reactants [N:1](OCCC(C)C)=[O:2].[F:9][C:10]1[CH:11]=[CH:12][C:13]2[O:18][CH2:17][CH2:16][NH:15][C:14]=2[CH:19]=1, predict the reaction product. (8) Given the reactants [Cl:1][C:2]1[CH:7]=[CH:6][C:5]([C:8]2[C:9]([C:19]3[CH:24]=[CH:23][CH:22]=[CH:21][C:20]=3[Cl:25])=[N:10][N:11]3[C:16](O)=[C:15]([CH3:18])[CH:14]=[N:13][C:12]=23)=[CH:4][CH:3]=1.C(N(C(C)C)CC)(C)C.O=P(Cl)(Cl)[Cl:37].C(=O)(O)[O-].[Na+], predict the reaction product. The product is: [Cl:37][C:16]1[N:11]2[N:10]=[C:9]([C:19]3[CH:24]=[CH:23][CH:22]=[CH:21][C:20]=3[Cl:25])[C:8]([C:5]3[CH:6]=[CH:7][C:2]([Cl:1])=[CH:3][CH:4]=3)=[C:12]2[N:13]=[CH:14][C:15]=1[CH3:18]. (9) The product is: [CH3:1][O:2][C:3]1[C:24]([O:25][CH3:26])=[CH:23][C:6]2[CH2:7][C:8](=[O:22])[N:9]([CH2:13][C:14]3[CH:15]=[CH:16][C:17]([O:20][CH3:21])=[CH:18][CH:19]=3)[CH:10]=[CH:11][C:5]=2[CH:4]=1. Given the reactants [CH3:1][O:2][C:3]1[C:24]([O:25][CH3:26])=[CH:23][C:6]2[CH2:7][C:8](=[O:22])[N:9]([CH2:13][C:14]3[CH:19]=[CH:18][C:17]([O:20][CH3:21])=[CH:16][CH:15]=3)[C:10](=O)[CH2:11][C:5]=2[CH:4]=1.[Cl-].[NH4+].O.ClCCl, predict the reaction product. (10) Given the reactants ClC1C=CC(C(C2C=CC(C[N:17]3CCN(C(OC(C)(C)C)=O)CC3)=CC=2)O)=CC=1.ClC1C2C(=CC(Cl)=CC=2)N=CC=1.[Cl:42][C:43]1[CH:52]=[C:51]2[C:46]([C:47]([NH2:74])=[CH:48][CH2:49][N:50]2[CH:53]([C:67]2[CH:72]=[CH:71][C:70]([Cl:73])=[CH:69][CH:68]=2)[C:54]2[CH:59]=[CH:58][C:57]([CH2:60][N:61]3[CH2:66][CH2:65]O[CH2:63][CH2:62]3)=[CH:56][CH:55]=2)=[CH:45][CH:44]=1, predict the reaction product. The product is: [Cl:42][C:43]1[CH:52]=[C:51]2[C:46]([C:47]([NH2:74])=[CH:48][CH2:49][N:50]2[CH:53]([C:67]2[CH:72]=[CH:71][C:70]([Cl:73])=[CH:69][CH:68]=2)[C:54]2[CH:59]=[CH:58][C:57]([CH2:60][N:61]3[CH2:66][CH2:65][NH:17][CH2:63][CH2:62]3)=[CH:56][CH:55]=2)=[CH:45][CH:44]=1.